From a dataset of NCI-60 drug combinations with 297,098 pairs across 59 cell lines. Regression. Given two drug SMILES strings and cell line genomic features, predict the synergy score measuring deviation from expected non-interaction effect. (1) Drug 1: CC1=C2C(C(=O)C3(C(CC4C(C3C(C(C2(C)C)(CC1OC(=O)C(C(C5=CC=CC=C5)NC(=O)C6=CC=CC=C6)O)O)OC(=O)C7=CC=CC=C7)(CO4)OC(=O)C)O)C)OC(=O)C. Drug 2: CN(CCCl)CCCl.Cl. Cell line: NCIH23. Synergy scores: CSS=70.4, Synergy_ZIP=8.55, Synergy_Bliss=13.6, Synergy_Loewe=-33.4, Synergy_HSA=-0.997. (2) Drug 1: C1=NC2=C(N1)C(=S)N=C(N2)N. Drug 2: CCC1(C2=C(COC1=O)C(=O)N3CC4=CC5=C(C=CC(=C5CN(C)C)O)N=C4C3=C2)O.Cl. Cell line: SK-MEL-2. Synergy scores: CSS=15.1, Synergy_ZIP=-7.10, Synergy_Bliss=-1.40, Synergy_Loewe=-8.01, Synergy_HSA=-2.21. (3) Drug 1: CC1=CC2C(CCC3(C2CCC3(C(=O)C)OC(=O)C)C)C4(C1=CC(=O)CC4)C. Drug 2: CC1CCC2CC(C(=CC=CC=CC(CC(C(=O)C(C(C(=CC(C(=O)CC(OC(=O)C3CCCCN3C(=O)C(=O)C1(O2)O)C(C)CC4CCC(C(C4)OC)OCCO)C)C)O)OC)C)C)C)OC. Cell line: SF-295. Synergy scores: CSS=34.8, Synergy_ZIP=2.03, Synergy_Bliss=2.00, Synergy_Loewe=-15.2, Synergy_HSA=0.261. (4) Drug 1: CC1=C(C(CCC1)(C)C)C=CC(=CC=CC(=CC(=O)O)C)C. Drug 2: C1CCC(C(C1)N)N.C(=O)(C(=O)[O-])[O-].[Pt+4]. Cell line: PC-3. Synergy scores: CSS=21.8, Synergy_ZIP=-7.55, Synergy_Bliss=-0.452, Synergy_Loewe=-5.83, Synergy_HSA=0.604. (5) Cell line: CCRF-CEM. Synergy scores: CSS=-6.19, Synergy_ZIP=3.95, Synergy_Bliss=3.36, Synergy_Loewe=-3.95, Synergy_HSA=-3.95. Drug 2: COCCOC1=C(C=C2C(=C1)C(=NC=N2)NC3=CC=CC(=C3)C#C)OCCOC.Cl. Drug 1: CCCCCOC(=O)NC1=NC(=O)N(C=C1F)C2C(C(C(O2)C)O)O.